This data is from Reaction yield outcomes from USPTO patents with 853,638 reactions. The task is: Predict the reaction yield, written as a fraction of the theoretical maximum amount of product (1.0 means a 100% yield; for example, 0.34 means a 34% yield). (1) The reactants are [Cl:1][C:2]1[CH:27]=[CH:26][CH:25]=[CH:24][C:3]=1[CH2:4][C:5]1[S:9][C:8]([NH:10][C:11]([C:13]2([C:16]3[CH:21]=[CH:20][C:19]([O:22][CH3:23])=[CH:18][CH:17]=3)[CH2:15][CH2:14]2)=[O:12])=[N:7][CH:6]=1.Br.Br[CH2:30][CH2:31][N:32]([CH2:35][CH3:36])[CH2:33][CH3:34].[H-].[Na+]. The catalyst is O1CCCC1. The product is [Cl:1][C:2]1[CH:27]=[CH:26][CH:25]=[CH:24][C:3]=1[CH2:4][C:5]1[S:9][C:8](=[N:10][C:11]([C:13]2([C:16]3[CH:17]=[CH:18][C:19]([O:22][CH3:23])=[CH:20][CH:21]=3)[CH2:15][CH2:14]2)=[O:12])[N:7]([CH2:30][CH2:31][N:32]([CH2:35][CH3:36])[CH2:33][CH3:34])[CH:6]=1. The yield is 0.200. (2) The reactants are [C:1]([N:4]1[C:13]2[C:8](=[CH:9][C:10]([Br:14])=[CH:11][CH:12]=2)[C@H:7]([NH2:15])[CH2:6][C@@H:5]1[CH3:16])(=[O:3])[CH3:2].C(N(CC)CC)C.[CH3:24][C:25]([O:28][C:29](O[C:29]([O:28][C:25]([CH3:27])([CH3:26])[CH3:24])=[O:30])=[O:30])([CH3:27])[CH3:26]. The catalyst is C(Cl)Cl. The product is [C:1]([N:4]1[C:13]2[C:8](=[CH:9][C:10]([Br:14])=[CH:11][CH:12]=2)[C@H:7]([NH:15][C:29](=[O:30])[O:28][C:25]([CH3:27])([CH3:26])[CH3:24])[CH2:6][C@@H:5]1[CH3:16])(=[O:3])[CH3:2]. The yield is 0.601.